Dataset: Experimentally validated miRNA-target interactions with 360,000+ pairs, plus equal number of negative samples. Task: Binary Classification. Given a miRNA mature sequence and a target amino acid sequence, predict their likelihood of interaction. (1) The miRNA is hsa-miR-19b-2-5p with sequence AGUUUUGCAGGUUUGCAUUUCA. The protein sequence of the target gene is MVQSELQLQPRAGGRAEAASWGDRGNDKGGLGNPDMPSVSPGPQRPPKLSSLAYDSPPDYLQTVSHPEVYRVLFDYQPEAPDELALRRGDVVKVLSKTTEDKGWWEGECQGRRGVFPDNFVLPPPPIKKLVPRKVVSRESAPIKEPKKLMPKTSLPTVKKLATATTGPSKAKTSRTPSRDSQKLTSRDSGPNGGFQSGGSYHPGRKRSKTQTPQQRSVSSQEEEHSSPVKAPSVKRTPMPDKTATPERPPAPENAPSSKKIPAPDKVPSPEKTLTLGDKASIPGNSTSGKIPAPDKVPTP.... Result: 0 (no interaction). (2) The miRNA is mmu-miR-203-3p with sequence GUGAAAUGUUUAGGACCACUAG. The protein sequence of the target gene is MGAPPGYRPSAWVHLLHQLPRADFQLRPVPSVFAPQEQEYQQALLLVAALAGLGLGLSLIFIAVYLIRFCCCRPPEPPGSKIPSPGGGCVTWSCIVALLAGCTGIGIGFYGNSETSDGVSQLSSALLHANHTLSTIDHLVLETVERLGEAVRTELTTLEEVLEPRTELVAAARGARRQAEAAAQQLQGLAFWQGVPLSPLQVAENVSFVEEYRWLAYVLLLLLELLVCLFTLLGLAKQSKWLVIVMTVMSLLVLVLSWGSMGLEAATAVGLSDFCSNPDPYVLNLTQEETGLSSDILSYY.... Result: 0 (no interaction). (3) The miRNA is rno-miR-27a-5p with sequence AGGGCUUAGCUGCUUGUGAGCA. The protein sequence of the target gene is MAARGRGLLLLTLSVLLAAGPSAAAAKLNIPKVLLPFTRATRVNFTLEASEGCYRWLSTRPEVASIEPLGLDEQQCSQKAVVQARLTQPARLTSIIFAEDITTGQVLRCDAIVDLIHDIQIVSTTRELYLEDSPLELKIQALDSEGNTFSTLAGLVFEWTIVKDSEADRFSDSHNALRILTFLESTYIPPSYISEMEKAAKQGDTILVSGMKTGSSKLKARIQEAVYKNVRPAEVRLLILENILLNPAYDVYLMVGTSIHYKVQKIRQGKITELSMPSDQYELQLQNSIPGPEGDPARPV.... Result: 0 (no interaction). (4) The miRNA is hsa-miR-374a-3p with sequence CUUAUCAGAUUGUAUUGUAAUU. The protein sequence of the target gene is MSLNPPIFLKRSEENSSKFVETKQSQTTSIASEDPLQNLCLASQEVLQKAQQSGRSKCLKCGGSRMFYCYTCYVPVENVPIEQIPLVKLPLKIDIIKHPNETDGKSTAIHAKLLAPEFVNIYTYPCIPEYEEKDHEVALIFPGPQSISIKDISFHLQKRIQNNVRGKNDDPDKPSFKRKRTEEQEFCDLNDSKCKGTTLKKIIFIDSTWNQTNKIFTDERLQGLLQVELKTRKTCFWRHQKGKPDTFLSTIEAIYYFLVDYHTDILKEKYRGQYDNLLFFYSFMYQLIKNAKCSGDKETG.... Result: 1 (interaction). (5) The miRNA is hsa-miR-19b-2-5p with sequence AGUUUUGCAGGUUUGCAUUUCA. The protein sequence of the target gene is MQKEMKMIKDEDVHFDLAVKKTPSFPHCLQPVASRGKAPQRHPFPEALRGPFSQFRYEPPPGDLDGFPGVFEGAGSRKRKSMPTKMPYNHPAEEVTLALHSEENKNHGLPNLPLLFPQPPRPKYDSQMIDLCNVGFQFYRSLEHFGGKPVKQEPIKPSAVWPQPTPTPFLPTPYPYYPKVHPGLMFPFFVPSSSPFPFSRHTFLPKQPPEPLLPRKAEPQESEETKQKVERVDVNVQIDDSYYVDVGGSQKRWQCPTCEKSYTSKYNLVTHILGHSGIKPHACTHCGKLFKQLSHLHTHM.... Result: 1 (interaction). (6) The miRNA is hsa-miR-361-5p with sequence UUAUCAGAAUCUCCAGGGGUAC. The protein sequence of the target gene is MEALIPVINKLQDVFNTVGADIIQLPQIVVVGTQSSGKSSVLESLVGRDLLPRGTGVVTRRPLILQLVHVSPEDKRKTTGEENGKFQSWRVEAEEWGKFLHTKNKLYTDFDEIRQEIENETERISGNNKGVSPEPIHLKVFSPNVVNLTLVDLPGMTKVPVGDQPKDIELQIRELILRFISNPNSIILAVTAANTDMATSEALKISREVDPDGRRTLAVITKLDLMDAGTDAMDVLMGRVIPVKLGIIGVVNRSQLDINNKKSVTDSIRDEYAFLQKKYPSLANRNGTKYLARTLNRLLM.... Result: 0 (no interaction).